Dataset: Full USPTO retrosynthesis dataset with 1.9M reactions from patents (1976-2016). Task: Predict the reactants needed to synthesize the given product. (1) The reactants are: [CH3:1][O:2][C:3](=[O:26])[CH2:4][CH2:5][C:6]1[CH:11]=[CH:10][C:9]([O:12][C:13]2[CH:18]=[CH:17][C:16]([C:19]([F:22])([F:21])[F:20])=[C:15]([C:23]#[N:24])[CH:14]=2)=[CH:8][C:7]=1[CH3:25].OCC1(OC[C@@H](O)[C@@H](O)[C@H]1O)O. Given the product [CH3:1][O:2][C:3](=[O:26])[CH2:4][CH2:5][C:6]1[CH:11]=[CH:10][C:9]([O:12][C:13]2[CH:18]=[CH:17][C:16]([C:19]([F:20])([F:22])[F:21])=[C:15]([CH2:23][NH2:24])[CH:14]=2)=[CH:8][C:7]=1[CH3:25], predict the reactants needed to synthesize it. (2) Given the product [C:1]([O:5][C:6](=[O:23])[N:7]([CH3:27])[C:8]1[S:12][C:11]([C:13]2[CH:14]=[N:15][CH:16]=[CH:17][CH:18]=2)=[N:10][C:9]=1[C:19]([F:22])([F:21])[F:20])([CH3:4])([CH3:2])[CH3:3], predict the reactants needed to synthesize it. The reactants are: [C:1]([O:5][C:6](=[O:23])[NH:7][C:8]1[S:12][C:11]([C:13]2[CH:14]=[N:15][CH:16]=[CH:17][CH:18]=2)=[N:10][C:9]=1[C:19]([F:22])([F:21])[F:20])([CH3:4])([CH3:3])[CH3:2].[H-].[Na+].I[CH3:27].O.